From a dataset of Full USPTO retrosynthesis dataset with 1.9M reactions from patents (1976-2016). Predict the reactants needed to synthesize the given product. (1) Given the product [CH3:26][O:27][C:28]1[CH:29]=[CH:30][C:31]([C:17]2[S:16][C:15]([CH2:14][O:13][C:10]3[CH:9]=[CH:8][C:7]([CH2:6][C@H:5]([O:22][CH2:23][CH3:24])[C:4]([OH:3])=[O:25])=[CH:12][CH:11]=3)=[C:19]([CH3:20])[CH:18]=2)=[CH:32][CH:33]=1, predict the reactants needed to synthesize it. The reactants are: C([O:3][C:4](=[O:25])[C@@H:5]([O:22][CH2:23][CH3:24])[CH2:6][C:7]1[CH:12]=[CH:11][C:10]([O:13][CH2:14][C:15]2[S:16][C:17](Br)=[CH:18][C:19]=2[CH3:20])=[CH:9][CH:8]=1)C.[CH3:26][O:27][C:28]1[CH:29]=[C:30](B(O)O)[CH:31]=[CH:32][C:33]=1OC. (2) Given the product [CH2:13]([C:15]1[S:52][C:18]2[N:19]([CH2:36][C:37]3[CH:42]=[CH:41][C:40]([C:43]4[CH:48]=[CH:47][C:46]([F:49])=[CH:45][C:44]=4[C:50]4[NH:3][C:4](=[O:7])[O:5][N:51]=4)=[CH:39][CH:38]=3)[C:20](=[O:35])[N:21]([CH2:24][C:25]([C:27]3[CH:28]=[CH:29][C:30]([O:33][CH3:34])=[CH:31][CH:32]=3)=[O:26])[C:22](=[O:23])[C:17]=2[CH:16]=1)[CH3:14], predict the reactants needed to synthesize it. The reactants are: [Cl-].O[NH3+:3].[C:4](=[O:7])([O-])[OH:5].[Na+].CS(C)=O.[CH2:13]([C:15]1[S:52][C:18]2[N:19]([CH2:36][C:37]3[CH:42]=[CH:41][C:40]([C:43]4[C:44]([C:50]#[N:51])=[CH:45][C:46]([F:49])=[CH:47][CH:48]=4)=[CH:39][CH:38]=3)[C:20](=[O:35])[N:21]([CH2:24][C:25]([C:27]3[CH:32]=[CH:31][C:30]([O:33][CH3:34])=[CH:29][CH:28]=3)=[O:26])[C:22](=[O:23])[C:17]=2[CH:16]=1)[CH3:14]. (3) Given the product [C:32]([O:1][C:30]([N:25]1[CH2:24][CH2:11][NH:13][C@@H:14]([CH:15]([CH3:16])[CH3:17])[CH2:18]1)=[O:31])([CH3:35])([CH3:34])[CH3:33], predict the reactants needed to synthesize it. The reactants are: [OH-:1].[Na+].C(O[C:11]([NH:13][C@H:14]([C:18](O)=O)[CH:15]([CH3:17])[CH3:16])=O)C1C=CC=CC=1.COC(=O)[CH2:24][NH2:25].C(Cl)Cl.[CH3:30][OH:31].[C:32](O)([CH3:35])([CH3:34])[CH3:33]. (4) Given the product [CH3:14][C@@H:11]1[CH2:12][CH2:13][NH:8][CH2:9][C@@H:10]1[N:15]1[C:20]2[C:21]3[CH:27]=[CH:26][NH:25][C:22]=3[N:23]=[CH:24][C:19]=2[CH2:18][O:17][CH2:16]1, predict the reactants needed to synthesize it. The reactants are: C([N:8]1[CH2:13][CH2:12][C@@H:11]([CH3:14])[C@@H:10]([N:15]2[C:20]3[C:21]4[CH:27]=[CH:26][NH:25][C:22]=4[N:23]=[CH:24][C:19]=3[CH2:18][O:17][CH2:16]2)[CH2:9]1)C1C=CC=CC=1. (5) Given the product [ClH:29].[ClH:29].[NH2:20][CH:4]1[CH2:5][C:6]2[C:11](=[CH:10][CH:9]=[N:8][CH:7]=2)[NH:12][C:13]1=[O:14], predict the reactants needed to synthesize it. The reactants are: COC(=O)[CH:4]([NH:20]C(OC(C)(C)C)=O)[CH2:5][C:6]1[CH:7]=[N:8][CH:9]=[CH:10][C:11]=1[NH:12][C:13](OC(C)(C)C)=[O:14].[ClH:29]. (6) Given the product [OH:10][CH2:9][CH2:8][C:3]1[CH:4]=[CH:5][CH:6]=[CH:7][C:2]=1[NH:1][C:21]([NH:20][C:16]1[CH:17]=[CH:18][CH:19]=[C:14]([O:13][C:12]([F:11])([F:30])[F:31])[CH:15]=1)=[O:22], predict the reactants needed to synthesize it. The reactants are: [NH2:1][C:2]1[CH:7]=[CH:6][CH:5]=[CH:4][C:3]=1[CH2:8][CH2:9][OH:10].[F:11][C:12]([F:31])([F:30])[O:13][C:14]1[CH:15]=[C:16]([NH:20][C:21](=O)[O:22]C2C=CC=CC=2)[CH:17]=[CH:18][CH:19]=1. (7) Given the product [CH:20]1([CH2:26][N:3]2[CH2:8][CH2:7][CH:6](/[CH:9]=[C:10]3/[C:11]([NH:16][CH2:17][C:18]#[CH:19])=[N:12][C:13](=[O:15])[S:14]/3)[CH2:5][CH2:4]2)[CH2:25][CH2:24][CH2:23][CH2:22][CH2:21]1, predict the reactants needed to synthesize it. The reactants are: Cl.Cl.[NH:3]1[CH2:8][CH2:7][CH:6](/[CH:9]=[C:10]2/[C:11]([NH:16][CH2:17][C:18]#[CH:19])=[N:12][C:13](=[O:15])[S:14]/2)[CH2:5][CH2:4]1.[CH:20]1([CH:26]=O)[CH2:25][CH2:24][CH2:23][CH2:22][CH2:21]1.C(O[BH-](OC(=O)C)OC(=O)C)(=O)C.[Na+].C(=O)([O-])O.[Na+]. (8) Given the product [P:1]([O:13][CH2:14][C@H:15]1[O:19][C@@H:18]([N:20]2[CH:27]=[C:26]([C:28]#[C:29][CH2:30][O:31][CH2:32][CH2:33][NH2:34])[C:24]([NH2:25])=[N:23][C:21]2=[O:22])[CH2:17][CH2:16]1)([O:4][P:5]([O:8][P:9]([OH:11])([OH:12])=[O:10])([OH:7])=[O:6])(=[O:2])[OH:3], predict the reactants needed to synthesize it. The reactants are: [P:1]([O:13][CH2:14][C@H:15]1[O:19][C@@H:18]([N:20]2[CH:27]=[C:26]([C:28]#[C:29][CH2:30][O:31][CH2:32][CH2:33][NH:34]C(=O)C(F)(F)F)[C:24]([NH2:25])=[N:23][C:21]2=[O:22])[CH2:17][CH2:16]1)([O:4][P:5]([O:8][P:9]([OH:12])([OH:11])=[O:10])([OH:7])=[O:6])(=[O:3])[OH:2]. (9) Given the product [Cl:31][C:32]1[CH:41]=[C:40]2[C:35]([C:36]([N:42]3[CH2:47][CH2:46][N:45]([C:10]([NH:8][CH:3]4[CH2:4][CH2:5][CH2:6][CH2:7][CH:2]4[CH3:1])=[O:11])[CH2:44][CH2:43]3)=[CH:37][CH:38]=[N:39]2)=[CH:34][CH:33]=1, predict the reactants needed to synthesize it. The reactants are: [CH3:1][CH:2]1[CH2:7][CH2:6][CH2:5][CH2:4][CH:3]1[NH2:8].Cl[C:10](OC1C=CC([N+]([O-])=O)=CC=1)=[O:11].C(N(C(C)C)CC)(C)C.[Cl:31][C:32]1[CH:41]=[C:40]2[C:35]([C:36]([N:42]3[CH2:47][CH2:46][NH:45][CH2:44][CH2:43]3)=[CH:37][CH:38]=[N:39]2)=[CH:34][CH:33]=1. (10) The reactants are: [Cl:1][C:2]1[CH:3]=[C:4]2[C:13](=[C:14]([Cl:16])[CH:15]=1)[C:12](O)=[C:11]1[C:6]([CH2:7][CH2:8][CH2:9][CH2:10]1)=[N:5]2.P(Cl)(Cl)([Cl:20])=O. Given the product [Cl:1][C:2]1[CH:3]=[C:4]2[C:13](=[C:14]([Cl:16])[CH:15]=1)[C:12]([Cl:20])=[C:11]1[C:6]([CH2:7][CH2:8][CH2:9][CH2:10]1)=[N:5]2, predict the reactants needed to synthesize it.